Dataset: Forward reaction prediction with 1.9M reactions from USPTO patents (1976-2016). Task: Predict the product of the given reaction. (1) Given the reactants [C:1]([C:5]1[CH:17]=[CH:16][C:15]2[C:14]3[C:9](=[CH:10][C:11]([C:18]([CH3:21])([CH3:20])[CH3:19])=[CH:12][CH:13]=3)[CH2:8][C:7]=2[CH:6]=1)([CH3:4])([CH3:3])[CH3:2].[Li][CH2:23][CH2:24][CH2:25][CH3:26], predict the reaction product. The product is: [CH2:23]([C:24]1[CH:23]=[C:23]([C:24]([CH:8]2[C:7]3[CH:6]=[C:5]([C:1]([CH3:4])([CH3:3])[CH3:2])[CH:17]=[CH:16][C:15]=3[C:14]3[C:9]2=[CH:10][C:11]([C:18]([CH3:21])([CH3:20])[CH3:19])=[CH:12][CH:13]=3)([C:5]2[CH:17]=[CH:16][CH:15]=[CH:7][CH:6]=2)[C:25]2[CH:11]=[CH:10][CH:9]=[CH:8][CH:26]=2)[CH2:26][CH:25]=1)[CH2:24][CH2:25][CH3:26]. (2) The product is: [F:39][C:36]([F:37])([F:38])[S:34]([C:31]1[CH:32]=[CH:33][C:28]([CH:27]=[CH:26][C:23]2[O:24][CH:25]=[C:21]([CH2:20][O:18][C:15]3[CH:14]=[CH:13][C:12]([CH:11]=[CH:10][CH2:9][CH2:8][N:3]4[CH:7]=[CH:6][N:5]=[N:4]4)=[CH:17][CH:16]=3)[N:22]=2)=[CH:29][CH:30]=1)=[O:35]. Given the reactants [H-].[Na+].[N:3]1([CH2:8][CH2:9][CH:10]=[CH:11][C:12]2[CH:17]=[CH:16][C:15]([OH:18])=[CH:14][CH:13]=2)[CH:7]=[CH:6][N:5]=[N:4]1.Cl[CH2:20][C:21]1[N:22]=[C:23]([CH:26]=[CH:27][C:28]2[CH:33]=[CH:32][C:31]([S:34]([C:36]([F:39])([F:38])[F:37])=[O:35])=[CH:30][CH:29]=2)[O:24][CH:25]=1.O, predict the reaction product. (3) Given the reactants Cl[C:2]1[CH:11]=[CH:10][C:5]([C:6]([NH:8][CH3:9])=[O:7])=[C:4]([NH:12][C:13]2[CH:18]=[CH:17][CH:16]=[CH:15][CH:14]=2)[N:3]=1.[CH2:19]([NH:23][C:24]([NH:26][CH2:27][C:28]1[CH:29]=[N:30][CH:31]=[CH:32][CH:33]=1)=[O:25])[CH2:20][C:21]#[CH:22].C(N(CC)CC)C, predict the reaction product. The product is: [CH3:9][NH:8][C:6](=[O:7])[C:5]1[CH:10]=[CH:11][C:2]([C:22]#[C:21][CH2:20][CH2:19][NH:23][C:24]([NH:26][CH2:27][C:28]2[CH:29]=[N:30][CH:31]=[CH:32][CH:33]=2)=[O:25])=[N:3][C:4]=1[NH:12][C:13]1[CH:18]=[CH:17][CH:16]=[CH:15][CH:14]=1. (4) Given the reactants [O:1]=[C:2]1[CH2:6][CH2:5][C@@H:4]([C:7]2[CH:17]=[CH:16][C:10]([O:11][CH2:12][C:13](O)=[O:14])=[CH:9][CH:8]=2)[CH2:3]1.CCN=C=NCCCN(C)C.Cl.[CH3:30][S:31]([NH2:34])(=[O:33])=[O:32], predict the reaction product. The product is: [CH3:30][S:31]([NH:34][C:13](=[O:14])[CH2:12][O:11][C:10]1[CH:16]=[CH:17][C:7]([C@@H:4]2[CH2:5][CH2:6][C:2](=[O:1])[CH2:3]2)=[CH:8][CH:9]=1)(=[O:33])=[O:32]. (5) Given the reactants F[C:2]1[N:7]2[CH:8]=[C:9]([CH2:11][N:12]([CH3:23])[C@@H:13]3[C:22]4[N:21]=[CH:20][CH:19]=[CH:18][C:17]=4[CH2:16][CH2:15][CH2:14]3)[N:10]=[C:6]2[CH:5]=[CH:4][CH:3]=1.[NH2:24][CH2:25][CH2:26][N:27]1[CH2:31][CH2:30][CH2:29][CH2:28]1, predict the reaction product. The product is: [CH3:23][N:12]([CH2:11][C:9]1[N:10]=[C:6]2[CH:5]=[CH:4][CH:3]=[C:2]([NH:24][CH2:25][CH2:26][N:27]3[CH2:31][CH2:30][CH2:29][CH2:28]3)[N:7]2[CH:8]=1)[C@@H:13]1[C:22]2[N:21]=[CH:20][CH:19]=[CH:18][C:17]=2[CH2:16][CH2:15][CH2:14]1.